Task: Predict which catalyst facilitates the given reaction.. Dataset: Catalyst prediction with 721,799 reactions and 888 catalyst types from USPTO Reactant: [CH3:1][O:2][C:3]1[CH:4]=[C:5]([CH:10]=[CH:11][C:12]=1[O:13][C@@H:14]1[CH2:18][CH2:17][O:16][CH2:15]1)[C:6]([O:8]C)=[O:7].[OH-].[Na+]. Product: [CH3:1][O:2][C:3]1[CH:4]=[C:5]([CH:10]=[CH:11][C:12]=1[O:13][C@@H:14]1[CH2:18][CH2:17][O:16][CH2:15]1)[C:6]([OH:8])=[O:7]. The catalyst class is: 12.